From a dataset of Reaction yield outcomes from USPTO patents with 853,638 reactions. Predict the reaction yield, written as a fraction of the theoretical maximum amount of product (1.0 means a 100% yield; for example, 0.34 means a 34% yield). (1) The reactants are [N:1]12[CH2:8][CH2:7][CH:4]([CH2:5][CH2:6]1)[CH:3]([O:9][C:10](=[O:23])[NH:11][C:12]([C:15]1[CH:20]=[CH:19][C:18]([F:21])=[C:17](Br)[CH:16]=1)([CH3:14])[CH3:13])[CH2:2]2.[N:24]1[CH:29]=[CH:28][CH:27]=[C:26](B(O)O)[CH:25]=1. The catalyst is C1C=CC(/C=C/C(/C=C/C2C=CC=CC=2)=O)=CC=1.C1C=CC(/C=C/C(/C=C/C2C=CC=CC=2)=O)=CC=1.C1C=CC(/C=C/C(/C=C/C2C=CC=CC=2)=O)=CC=1.[Pd].[Pd]. The product is [F:21][C:18]1[CH:19]=[CH:20][C:15]([C:12]([NH:11][C:10](=[O:23])[O:9][CH:3]2[CH:4]3[CH2:7][CH2:8][N:1]([CH2:6][CH2:5]3)[CH2:2]2)([CH3:14])[CH3:13])=[CH:16][C:17]=1[C:26]1[CH:25]=[N:24][CH:29]=[CH:28][CH:27]=1. The yield is 0.390. (2) The reactants are [Br:1][C:2]1[CH:3]=[C:4]([NH:9]C(=O)C)[C:5]([CH3:8])=[N:6][CH:7]=1.C([O-])(=O)C.[K+].C(O)(=O)C.C(OC(=O)C)(=O)C.C(O[N:35]=O)CC(C)C.C(=O)(O)[O-].[Na+]. The catalyst is C(Cl)(Cl)Cl. The product is [Br:1][C:2]1[CH:3]=[C:4]2[NH:9][N:35]=[CH:8][C:5]2=[N:6][CH:7]=1. The yield is 0.770. (3) The reactants are [S:1]1[CH:5]=[CH:4][CH:3]=[C:2]1[S:6]([NH:9][C:10]1[CH:11]=[C:12]([O:30][C:31]([F:34])([F:33])[F:32])[CH:13]=[C:14]2[C:18]=1[NH:17][C:16]([C:19]1[S:20][CH:21]([CH2:24][C:25]([O:27]CC)=[O:26])[CH2:22][N:23]=1)=[CH:15]2)(=[O:8])=[O:7].[OH-].[Na+].O1CCCC1.C(O)(=O)CC(CC(O)=O)(C(O)=O)O. The catalyst is C(O)C. The product is [S:1]1[CH:5]=[CH:4][CH:3]=[C:2]1[S:6]([NH:9][C:10]1[CH:11]=[C:12]([O:30][C:31]([F:32])([F:34])[F:33])[CH:13]=[C:14]2[C:18]=1[NH:17][C:16]([C:19]1[S:20][CH:21]([CH2:24][C:25]([OH:27])=[O:26])[CH2:22][N:23]=1)=[CH:15]2)(=[O:7])=[O:8]. The yield is 0.640. (4) The reactants are [CH3:1][O:2][C@@H:3]1[C@H:9]2[O:10][CH2:11][C@@H:12]([O:13]S(C)(=O)=O)[C@H:8]2[O:7][C@H:4]1[O:5][CH3:6].C(=O)([O-])[O-].[K+].[K+].FC(F)(F)C(O)=O.[Br:31][C:32]1[CH:37]=[CH:36][C:35]([NH:38][C:39]2[C:48]3[C:43](=[CH:44][C:45](O)=[C:46]([O:49][CH3:50])[CH:47]=3)[N:42]=[CH:41][N:40]=2)=[CH:34][C:33]=1[Cl:52]. The catalyst is CN(C=O)C.C(OCC)(=O)C. The product is [Br:31][C:32]1[CH:37]=[CH:36][C:35]([NH:38][C:39]2[C:48]3[C:43](=[CH:44][C:45]([O:13][C@H:12]4[CH2:11][O:10][C@@H:9]5[C@@H:3]([O:2][CH3:1])[C@@H:4]([O:7][C@H:8]45)[O:5][CH3:6])=[C:46]([O:49][CH3:50])[CH:47]=3)[N:42]=[CH:41][N:40]=2)=[CH:34][C:33]=1[Cl:52]. The yield is 0.280. (5) The reactants are CC1(C)C(C)(C)OB([C:9]2[CH:10]=[N:11][N:12]3[CH:17]=[CH:16][N:15]=[CH:14][C:13]=23)O1.[Cl:19][C:20]1[N:25]=[C:24](C2C=NN3C=CC=CC=23)[CH:23]=[N:22][CH:21]=1. No catalyst specified. The product is [Cl:19][C:20]1[N:25]=[C:24]([C:9]2[CH:10]=[N:11][N:12]3[CH:17]=[CH:16][N:15]=[CH:14][C:13]=23)[CH:23]=[N:22][CH:21]=1. The yield is 0.280. (6) The reactants are [OH-].[K+].C([O:5][C:6](=[O:31])[C:7]([CH2:22][CH2:23][CH2:24][CH2:25][C:26]([CH3:30])([CH3:29])[CH2:27][OH:28])([CH2:13][CH2:14][CH2:15][CH2:16][C:17]([CH3:21])([CH3:20])[CH2:18][OH:19])[C:8]([O:10]CC)=[O:9])C. The catalyst is O.C(O)C. The product is [OH:28][CH2:27][C:26]([CH3:30])([CH3:29])[CH2:25][CH2:24][CH2:23][CH2:22][C:7]([CH2:13][CH2:14][CH2:15][CH2:16][C:17]([CH3:21])([CH3:20])[CH2:18][OH:19])([C:8]([OH:10])=[O:9])[C:6]([OH:31])=[O:5]. The yield is 0.820.